This data is from Forward reaction prediction with 1.9M reactions from USPTO patents (1976-2016). The task is: Predict the product of the given reaction. (1) Given the reactants [F:1][C:2]([F:26])([F:25])[C:3]1[CH:20]=[C:19]([C:21]([F:24])([F:23])[F:22])[CH:18]=[CH:17][C:4]=1[CH2:5][N:6]1[C:14]2[C:9](=[CH:10][C:11]([CH:15]=O)=[CH:12][CH:13]=2)[CH:8]=[N:7]1.[S:27]=[C:28]1[NH:32][C:31](=[O:33])[CH2:30][S:29]1, predict the reaction product. The product is: [F:26][C:2]([F:1])([F:25])[C:3]1[CH:20]=[C:19]([C:21]([F:22])([F:23])[F:24])[CH:18]=[CH:17][C:4]=1[CH2:5][N:6]1[C:14]2[C:9](=[CH:10][C:11]([CH:15]=[C:30]3[S:29][C:28](=[S:27])[NH:32][C:31]3=[O:33])=[CH:12][CH:13]=2)[CH:8]=[N:7]1. (2) Given the reactants Cl[C:2]1[N:7]=[C:6]2[C:8]([CH3:22])([CH3:21])[N:9]([CH2:12][C:13]3[CH:18]=[CH:17][C:16]([O:19][CH3:20])=[CH:15][CH:14]=3)[C:10](=[O:11])[C:5]2=[CH:4][CH:3]=1.[CH3:23][O-:24].[Na+], predict the reaction product. The product is: [CH3:23][O:24][C:2]1[N:7]=[C:6]2[C:8]([CH3:22])([CH3:21])[N:9]([CH2:12][C:13]3[CH:18]=[CH:17][C:16]([O:19][CH3:20])=[CH:15][CH:14]=3)[C:10](=[O:11])[C:5]2=[CH:4][CH:3]=1. (3) Given the reactants [CH3:1][C:2]1([CH3:14])[CH2:7][CH2:6][N:5]([CH2:8][CH2:9][C:10]([CH3:13])([NH2:12])[CH3:11])[CH2:4][CH2:3]1.[C:15](ON1C(=O)CCC1=O)([O:17][CH2:18][C:19]1[CH:24]=[CH:23][CH:22]=[CH:21][CH:20]=1)=[O:16], predict the reaction product. The product is: [CH3:1][C:2]1([CH3:14])[CH2:3][CH2:4][N:5]([CH2:8][CH2:9][C:10]([NH:12][C:15](=[O:16])[O:17][CH2:18][C:19]2[CH:24]=[CH:23][CH:22]=[CH:21][CH:20]=2)([CH3:13])[CH3:11])[CH2:6][CH2:7]1. (4) Given the reactants [S:1]([C:16]1[CH:17]=[CH:18][C:19]([N+:27]([O-])=O)=[C:20]([CH:26]=1)[C:21]([O:23][CH2:24][CH3:25])=[O:22])[C:2]1[CH:3]=[CH:4][C:5]([N+:13]([O-])=O)=[C:6]([CH:12]=1)[C:7]([O:9][CH2:10][CH3:11])=[O:8].CCO, predict the reaction product. The product is: [S:1]([C:16]1[CH:17]=[CH:18][C:19]([NH2:27])=[C:20]([CH:26]=1)[C:21]([O:23][CH2:24][CH3:25])=[O:22])[C:2]1[CH:3]=[CH:4][C:5]([NH2:13])=[C:6]([CH:12]=1)[C:7]([O:9][CH2:10][CH3:11])=[O:8]. (5) Given the reactants [CH:1]1([CH2:4][O:5][C:6]2[CH:11]=[CH:10][C:9]([S:12]([CH3:15])(=[O:14])=[O:13])=[CH:8][C:7]=2B2OC(C)(C)C(C)(C)O2)[CH2:3][CH2:2]1.Br[C:26]1[C:27]2[CH:36]=[CH:35][O:34][C:28]=2[C:29](=[O:33])[N:30]([CH3:32])[CH:31]=1.[O-]P([O-])([O-])=O.[K+].[K+].[K+], predict the reaction product. The product is: [CH:1]1([CH2:4][O:5][C:6]2[CH:11]=[CH:10][C:9]([S:12]([CH3:15])(=[O:13])=[O:14])=[CH:8][C:7]=2[C:26]2[C:27]3[CH:36]=[CH:35][O:34][C:28]=3[C:29](=[O:33])[N:30]([CH3:32])[CH:31]=2)[CH2:2][CH2:3]1. (6) Given the reactants [S:1]1[C:5]2[CH:6]=[C:7]([NH:10][C:11]3[N:16]=[CH:15][C:14]([C:17]4[O:18][C:19]([CH:27]([CH3:29])[CH3:28])=[C:20]([C:22](OCC)=[O:23])[N:21]=4)=[C:13]([NH:30][CH:31]([CH3:33])[CH3:32])[CH:12]=3)[CH:8]=[CH:9][C:4]=2[N:3]=[CH:2]1.[H-].[H-].[H-].[H-].[Li+].[Al+3], predict the reaction product. The product is: [S:1]1[C:5]2[CH:6]=[C:7]([NH:10][C:11]3[N:16]=[CH:15][C:14]([C:17]4[O:18][C:19]([CH:27]([CH3:29])[CH3:28])=[C:20]([CH2:22][OH:23])[N:21]=4)=[C:13]([NH:30][CH:31]([CH3:33])[CH3:32])[CH:12]=3)[CH:8]=[CH:9][C:4]=2[N:3]=[CH:2]1. (7) Given the reactants C[O:2][C:3](=[O:30])[C:4]1[CH:9]=[CH:8][C:7]([C:10]2[C:15]([C:16]#[C:17][C:18]3[CH:19]=[N:20][C:21]([NH:24][CH3:25])=[CH:22][CH:23]=3)=[C:14]([CH2:26][CH3:27])[N:13]=[C:12]([NH2:28])[N:11]=2)=[CH:6][C:5]=1[F:29], predict the reaction product. The product is: [NH2:28][C:12]1[N:11]=[C:10]([C:7]2[CH:8]=[CH:9][C:4]([C:3]([OH:30])=[O:2])=[C:5]([F:29])[CH:6]=2)[C:15]([C:16]#[C:17][C:18]2[CH:19]=[N:20][C:21]([NH:24][CH3:25])=[CH:22][CH:23]=2)=[C:14]([CH2:26][CH3:27])[N:13]=1. (8) The product is: [F:69][C:65]1[C:66]([F:68])=[CH:67][C:62]([C:59]2[CH:58]=[CH:57][C:56]([O:55][CH2:54][C:51]3[CH:52]=[CH:53][C:48]4[O:47][N:46]=[C:45]([NH:39][CH2:40][CH2:41][CH2:42][O:43][CH3:44])[C:49]=4[CH:50]=3)=[CH:61][CH:60]=2)=[C:63]([O:70][CH3:71])[CH:64]=1. Given the reactants FC1C(F)=CC(C2C=CC(OCC3C=CC4ON=C(NCCOC)C=4C=3)=CC=2)=C(OC)C=1.C(OC(=O)[N:39]([C:45]1[C:49]2[CH:50]=[C:51]([CH2:54][O:55][C:56]3[CH:61]=[CH:60][C:59]([C:62]4[CH:67]=[C:66]([F:68])[C:65]([F:69])=[CH:64][C:63]=4[O:70][CH3:71])=[CH:58][CH:57]=3)[CH:52]=[CH:53][C:48]=2[O:47][N:46]=1)[CH2:40][CH2:41][CH2:42][O:43][CH3:44])(C)(C)C, predict the reaction product. (9) Given the reactants [F:1][C:2]1[CH:7]=[C:6]([O:8][CH3:9])[CH:5]=[C:4]([O:10][CH3:11])[CH:3]=1.P(Cl)(Cl)(Cl)=O.CN([CH:20]=[O:21])C, predict the reaction product. The product is: [F:1][C:2]1[CH:3]=[C:4]([O:10][CH3:11])[CH:5]=[C:6]([O:8][CH3:9])[C:7]=1[CH:20]=[O:21].